This data is from Full USPTO retrosynthesis dataset with 1.9M reactions from patents (1976-2016). The task is: Predict the reactants needed to synthesize the given product. (1) The reactants are: C(N(CC)CC)C.Cl.[NH:9]1[CH2:16][CH2:15][CH2:14][C@H:10]1[C:11]([NH2:13])=[O:12].[C:17](Cl)([C:30]1[CH:35]=[CH:34][CH:33]=[CH:32][CH:31]=1)([C:24]1[CH:29]=[CH:28][CH:27]=[CH:26][CH:25]=1)[C:18]1[CH:23]=[CH:22][CH:21]=[CH:20][CH:19]=1. Given the product [C:17]([N:9]1[CH2:16][CH2:15][CH2:14][C@@H:10]1[C:11]([NH2:13])=[O:12])([C:18]1[CH:23]=[CH:22][CH:21]=[CH:20][CH:19]=1)([C:30]1[CH:31]=[CH:32][CH:33]=[CH:34][CH:35]=1)[C:24]1[CH:25]=[CH:26][CH:27]=[CH:28][CH:29]=1, predict the reactants needed to synthesize it. (2) Given the product [CH3:1][C:2]1[C:6]([N+:7]([O-:9])=[O:8])=[C:5]([CH:10]=[CH:23][CH2:22][CH:21]([CH3:28])[CH3:34])[O:4][N:3]=1, predict the reactants needed to synthesize it. The reactants are: [CH3:1][C:2]1[C:6]([N+:7]([O-:9])=[O:8])=[C:5]([CH3:10])[O:4][N:3]=1.[OH-].[Na+].CC(O/N=[C:21](/[C:28](NCC=O)=O)\[C:22]1N=C(N)S[CH:23]=1)(C(O)=O)C.[CH2:34](O)C.O. (3) Given the product [CH2:1]([C:5]1[CH:10]=[CH:9][C:8]([C:11]([C:13]2[CH:14]=[C:15]3[C:20](=[CH:21][CH:22]=2)[N:19]=[CH:18][CH:17]=[CH:16]3)=[O:12])=[CH:7][C:6]=1[CH3:23])[CH2:2][CH2:3][CH3:4], predict the reactants needed to synthesize it. The reactants are: [CH2:1]([C:5]1[CH:10]=[CH:9][C:8]([CH:11]([C:13]2[CH:14]=[C:15]3[C:20](=[CH:21][CH:22]=2)[N:19]=[CH:18][CH:17]=[CH:16]3)[OH:12])=[CH:7][C:6]=1[CH3:23])[CH2:2][CH2:3][CH3:4].O(C1C=C(C=CC=1)CNC(C1C=C2C(=CC=1)NC=C2)=O)C1C=CC=CC=1. (4) The reactants are: [H-].[Na+].[OH:3][C:4]1([C:9]([O:11][CH3:12])=[O:10])[CH2:8][CH2:7][CH2:6][CH2:5]1.I[CH3:14]. Given the product [CH3:14][O:3][C:4]1([C:9]([O:11][CH3:12])=[O:10])[CH2:8][CH2:7][CH2:6][CH2:5]1, predict the reactants needed to synthesize it. (5) The reactants are: C([O:4][C@@H:5]1[C@@H:10]([O:11]C(=O)C)[C@@H:9]([O:15]C(=O)C)[C@@H:8]([CH2:19][O:20]C(=O)C)[O:7][C@H:6]1[O:24][C:25]1[C:29]([CH2:30][C:31]2[CH:36]=[CH:35][C:34](/[CH:37]=[CH:38]/[CH2:39][C:40]([OH:42])=O)=[CH:33][CH:32]=2)=[C:28]([CH:43]([CH3:45])[CH3:44])[NH:27][N:26]=1)(=O)C.[NH2:46][C@H:47]([CH2:50][CH2:51][CH2:52][CH2:53][NH:54]C(OCC1C=CC=CC=1)=O)[CH2:48][OH:49].Cl.NCC(N)=O. Given the product [NH2:54][CH2:53][CH2:52][CH2:51][CH2:50][C@@H:47]([NH:46][C:40]([CH2:39][CH2:38][CH2:37][C:34]1[CH:33]=[CH:32][C:31]([CH2:30][C:29]2[C:25]([O:24][C@@H:6]3[O:7][C@H:8]([CH2:19][OH:20])[C@H:9]([OH:15])[C@H:10]([OH:11])[C@H:5]3[OH:4])=[N:26][NH:27][C:28]=2[CH:43]([CH3:44])[CH3:45])=[CH:36][CH:35]=1)=[O:42])[CH2:48][OH:49], predict the reactants needed to synthesize it. (6) Given the product [CH3:2][O:3][C:4](=[O:8])[C@H:5]([CH3:7])[NH:6][C:20](=[O:21])[CH:18]([CH3:19])[NH:17][C:12]1[CH:13]=[C:14]([F:16])[CH:15]=[C:10]([F:9])[CH:11]=1, predict the reactants needed to synthesize it. The reactants are: Cl.[CH3:2][O:3][C:4](=[O:8])[C@H:5]([CH3:7])[NH2:6].[F:9][C:10]1[CH:11]=[C:12]([NH:17][CH:18]([C:20](O)=[O:21])[CH3:19])[CH:13]=[C:14]([F:16])[CH:15]=1.